Dataset: Forward reaction prediction with 1.9M reactions from USPTO patents (1976-2016). Task: Predict the product of the given reaction. (1) Given the reactants [CH3:1][C:2]1[CH:3]=[C:4]([N:11](C2C=CC=CC=2)[C:12](=[O:14])[O-])[C:5]([O:9][CH3:10])=[N:6][C:7]=1[CH3:8].[CH2:21]([NH:24][C:25]1[N:30]=[C:29]([NH:31][CH2:32][CH2:33][CH3:34])[N:28]=[C:27]([N:35]2[CH2:40][CH2:39][NH:38][CH2:37][CH2:36]2)[N:26]=1)[CH2:22][CH3:23].C1CCN2C(=NCCC2)CC1.C(OCC)(=O)C, predict the reaction product. The product is: [CH3:1][C:2]1[CH:3]=[C:4]([NH:11][C:12]([N:38]2[CH2:37][CH2:36][N:35]([C:27]3[N:26]=[C:25]([NH:24][CH2:21][CH2:22][CH3:23])[N:30]=[C:29]([NH:31][CH2:32][CH2:33][CH3:34])[N:28]=3)[CH2:40][CH2:39]2)=[O:14])[C:5]([O:9][CH3:10])=[N:6][C:7]=1[CH3:8]. (2) Given the reactants [F:1][C:2]([F:27])([F:26])[C:3]1[CH:25]=[CH:24][C:6]([O:7][CH2:8][CH:9]2[CH2:14][CH2:13][CH2:12][N:11]([C:15]([CH:17]3[CH2:22][CH2:21][C:20](=[O:23])[CH2:19][CH2:18]3)=O)[CH2:10]2)=[CH:5][CH:4]=1.[H-].[Al+3].[Li+].[H-].[H-].[H-], predict the reaction product. The product is: [F:26][C:2]([F:1])([F:27])[C:3]1[CH:25]=[CH:24][C:6]([O:7][CH2:8][CH:9]2[CH2:14][CH2:13][CH2:12][N:11]([CH2:15][CH:17]3[CH2:18][CH2:19][CH:20]([OH:23])[CH2:21][CH2:22]3)[CH2:10]2)=[CH:5][CH:4]=1. (3) Given the reactants [C:1]([OH:8])(=[O:7])[CH2:2][CH2:3][CH2:4][CH2:5][CH3:6].O[N:10]1[C:14](=[O:15])[CH2:13][CH2:12][C:11]1=[O:16].C1CCC(N=C=NC2CCCCC2)CC1, predict the reaction product. The product is: [C:1]([O:8][N:10]1[C:14](=[O:15])[CH2:13][CH2:12][C:11]1=[O:16])(=[O:7])[CH2:2][CH2:3][CH2:4][CH2:5][CH3:6]. (4) The product is: [OH:11][C:8]1[CH:9]=[CH:10][C:5]([O:4][CH2:3][CH2:2][N:12]2[CH2:22][CH2:21][CH:15]([C:16]([O:18][CH2:19][CH3:20])=[O:17])[CH2:14][CH2:13]2)=[CH:6][CH:7]=1. Given the reactants Br[CH2:2][CH2:3][O:4][C:5]1[CH:10]=[CH:9][C:8]([OH:11])=[CH:7][CH:6]=1.[NH:12]1[CH2:22][CH2:21][CH:15]([C:16]([O:18][CH2:19][CH3:20])=[O:17])[CH2:14][CH2:13]1.CCN(CC)CC, predict the reaction product. (5) Given the reactants C[N:2](C)/[CH:3]=[N:4]\[C:5]([C:7]1[N:16]=[C:15]2[N:9]([CH2:10][CH2:11][O:12][C:13]3[CH:20]=[C:19]([Br:21])[CH:18]=[CH:17][C:14]=32)[CH:8]=1)=O.Cl.[CH:24]([NH:27]N)([CH3:26])[CH3:25], predict the reaction product. The product is: [Br:21][C:19]1[CH:18]=[CH:17][C:14]2[C:15]3[N:9]([CH:8]=[C:7]([C:5]4[N:27]([CH:24]([CH3:26])[CH3:25])[N:2]=[CH:3][N:4]=4)[N:16]=3)[CH2:10][CH2:11][O:12][C:13]=2[CH:20]=1. (6) Given the reactants OS(O)(=O)=O.[O:6]1[C:10]2[CH:11]=[CH:12][C:13]([CH2:15][C:16]([OH:18])=[O:17])=[CH:14][C:9]=2[CH2:8][CH2:7]1.[C:19]([O-])(O)=O.[Na+], predict the reaction product. The product is: [CH3:19][O:17][C:16](=[O:18])[CH2:15][C:13]1[CH:12]=[CH:11][C:10]2[O:6][CH2:7][CH2:8][C:9]=2[CH:14]=1. (7) Given the reactants [CH3:1][C:2]1C(C)=CC=C[C:3]=1[C:4](O)=O.[C:12]([O-:15])([O-])=[O:13].[Cs+].[Cs+].CI.[CH2:20]1[C:25](=O)[N:24](Br)[C:22](=O)[CH2:21]1.[CH3:28]C(N=NC(C#N)(C)C)(C#N)C.[N-]=[N+]=[N-].[Na+].Cl, predict the reaction product. The product is: [CH3:28][O:15][C:12](=[O:13])[C:2]1[CH:1]=[CH:25][CH:20]=[C:21]([CH2:22][NH2:24])[C:3]=1[CH3:4].